This data is from Reaction yield outcomes from USPTO patents with 853,638 reactions. The task is: Predict the reaction yield, written as a fraction of the theoretical maximum amount of product (1.0 means a 100% yield; for example, 0.34 means a 34% yield). (1) The reactants are [CH:1]([C:4]1[CH:9]=[CH:8][C:7]([C:10]2[C:14]3[C:15]([CH3:22])=[C:16]([OH:21])[C:17]([CH3:20])=[C:18]([CH3:19])[C:13]=3[O:12][C:11]=2[CH3:23])=[CH:6][CH:5]=1)([CH3:3])[CH3:2].[CH3:24][O:25][C:26]1[CH:33]=[CH:32][C:29]([CH2:30]Cl)=[CH:28][CH:27]=1. No catalyst specified. The product is [CH:1]([C:4]1[CH:9]=[CH:8][C:7]([C:10]2[C:14]3[C:15]([CH3:22])=[C:16]([O:21][CH2:30][C:29]4[CH:32]=[CH:33][C:26]([O:25][CH3:24])=[CH:27][CH:28]=4)[C:17]([CH3:20])=[C:18]([CH3:19])[C:13]=3[O:12][C:11]=2[CH3:23])=[CH:6][CH:5]=1)([CH3:3])[CH3:2]. The yield is 0.640. (2) The reactants are [C:1]([O:5][C:6]([N:8]1[CH2:13][CH2:12][N:11]([CH2:14][CH2:15][N:16]2[C:24]3[C:19](=[CH:20][C:21]([O:25][C:26]4[CH:31]=[CH:30][C:29]([F:32])=[CH:28][C:27]=4[C:33]#[N:34])=[CH:22][CH:23]=3)[CH:18]=[N:17]2)[CH2:10][CH2:9]1)=[O:7])([CH3:4])([CH3:3])[CH3:2].N1C=CC=CC=1C1C=CC=CN=1.[BH4-].[Na+]. The catalyst is CCO. The product is [C:1]([O:5][C:6]([N:8]1[CH2:9][CH2:10][N:11]([CH2:14][CH2:15][N:16]2[C:24]3[C:19](=[CH:20][C:21]([O:25][C:26]4[CH:31]=[CH:30][C:29]([F:32])=[CH:28][C:27]=4[CH2:33][NH2:34])=[CH:22][CH:23]=3)[CH:18]=[N:17]2)[CH2:12][CH2:13]1)=[O:7])([CH3:4])([CH3:2])[CH3:3]. The yield is 0.860.